Predict the reaction yield, written as a fraction of the theoretical maximum amount of product (1.0 means a 100% yield; for example, 0.34 means a 34% yield). From a dataset of Reaction yield outcomes from USPTO patents with 853,638 reactions. (1) The reactants are [F:1][C:2]([F:7])([F:6])[C:3]([OH:5])=[O:4].[Br:8][C:9]1[CH:10]=[C:11]([N:16]2C(=O)[O:19][N:18]=[C:17]2[C:22]2[C:23]([NH:27][C:28](=O)[C:29]3[CH:34]=[CH:33][C:32]([CH2:35][N:36]4[CH2:41][CH2:40][S:39](=[O:43])(=[O:42])[CH2:38][CH2:37]4)=[CH:31][CH:30]=3)=[N:24][O:25][N:26]=2)[CH:12]=[CH:13][C:14]=1[F:15].C1(C)C=CC=CC=1. The catalyst is O1CCCC1. The product is [F:1][C:2]([F:7])([F:6])[C:3]([OH:5])=[O:4].[Br:8][C:9]1[CH:10]=[C:11]([NH:16][C:17]([C:22]2[C:23]([NH:27][CH2:28][C:29]3[CH:30]=[CH:31][C:32]([CH2:35][N:36]4[CH2:37][CH2:38][S:39](=[O:42])(=[O:43])[CH2:40][CH2:41]4)=[CH:33][CH:34]=3)=[N:24][O:25][N:26]=2)=[N:18][OH:19])[CH:12]=[CH:13][C:14]=1[F:15]. The yield is 0.0500. (2) The reactants are [OH:1][C:2]1[C:3]([C:12]#[N:13])=[CH:4][C:5]2[C:10]([CH:11]=1)=[CH:9][CH:8]=[CH:7][CH:6]=2.Cl[CH2:15][C:16]([C:18]1[CH:23]=[CH:22][C:21]([Cl:24])=[CH:20][C:19]=1[Cl:25])=[O:17].C(=O)([O-])[O-].[K+].[K+]. The catalyst is CN(C)C=O.C(OCC)(=O)C.O. The product is [NH2:13][C:12]1[C:3]2[CH:4]=[C:5]3[C:10]([CH:9]=[CH:8][CH:7]=[CH:6]3)=[CH:11][C:2]=2[O:1][C:15]=1[C:16]([C:18]1[CH:23]=[CH:22][C:21]([Cl:24])=[CH:20][C:19]=1[Cl:25])=[O:17]. The yield is 0.577. (3) The reactants are [C:1]1([C:7]2[CH:15]=[CH:14][C:10]([CH2:11][CH2:12][NH2:13])=[CH:9][CH:8]=2)[CH:6]=[CH:5][CH:4]=[CH:3][CH:2]=1.[CH:16](OC)=O.C(N)=O.[H-].[Al+3].[Li+].[H-].[H-].[H-]. The catalyst is C1COCC1.ClCCl. The product is [C:1]1([C:7]2[CH:8]=[CH:9][C:10]([CH2:11][CH2:12][NH:13][CH3:16])=[CH:14][CH:15]=2)[CH:2]=[CH:3][CH:4]=[CH:5][CH:6]=1. The yield is 0.180. (4) The catalyst is C1(C)C=CC=CC=1.CCCCCC. The product is [Cl:10][C:9]1[CH:8]=[CH:7][CH:6]=[C:5]2[C:4]=1[C:3](=[O:13])[N:29]([CH2:28][C:15]1[CH:16]=[CH:17][C:18]3[O:19][C:20]4[CH:27]=[CH:26][CH:25]=[CH:24][C:21]=4[O:22][C:23]=3[CH:14]=1)[CH2:11]2. The reactants are CO[C:3](=[O:13])[C:4]1[C:9]([Cl:10])=[CH:8][CH:7]=[CH:6][C:5]=1[CH2:11]Br.[CH:14]1[C:23]2[O:22][C:21]3[CH:24]=[CH:25][CH:26]=[CH:27][C:20]=3[O:19][C:18]=2[CH:17]=[CH:16][C:15]=1[CH2:28][NH2:29].C([O-])([O-])=O.[K+].[K+].C(OCC)(=O)C. The yield is 0.130. (5) The reactants are [CH2:1]([C:5]1[N:6]=[C:7]([CH3:27])[NH:8][C:9](=[O:26])[C:10]=1[CH2:11][C:12]1[CH:17]=[CH:16][C:15]([C:18]2[C:19]([C:24]#[N:25])=[CH:20][CH:21]=[CH:22][CH:23]=2)=[CH:14][CH:13]=1)[CH2:2][CH2:3][CH3:4].[H-].[Na+].Br[CH2:31][C:32]1[C:37]([Cl:38])=[CH:36][CH:35]=[CH:34][C:33]=1[Cl:39].[Cl-].O[NH3+:42].[C:43](=[O:46])([O-])[OH:44].[Na+]. The catalyst is C(OCC)(=O)C.CS(C)=O.CN(C)C=O. The product is [CH2:1]([C:5]1[N:6]=[C:7]([CH3:27])[N:8]([CH2:31][C:32]2[C:37]([Cl:38])=[CH:36][CH:35]=[CH:34][C:33]=2[Cl:39])[C:9](=[O:26])[C:10]=1[CH2:11][C:12]1[CH:17]=[CH:16][C:15]([C:18]2[CH:23]=[CH:22][CH:21]=[CH:20][C:19]=2[C:24]2[NH:42][C:43](=[O:46])[O:44][N:25]=2)=[CH:14][CH:13]=1)[CH2:2][CH2:3][CH3:4]. The yield is 0.0300. (6) The reactants are Cl.[NH2:2][CH2:3][CH2:4][NH:5][C:6]([C:8]1[S:20][C:19]2[C:18]3[CH:17]=[CH:16][CH:15]=[CH:14][C:13]=3[N:12]([CH2:21][C:22](=[O:29])[C:23]3[CH:28]=[CH:27][CH:26]=[CH:25][CH:24]=3)[C:11](=[O:30])[C:10]=2[C:9]=1[O:31][CH3:32])=[O:7].[CH3:33][C:34]([CH3:36])=O.CN(C=O)C.C([BH3-])#N.[Na+]. The catalyst is CO.C(=O)([O-])O.[Na+]. The product is [CH3:32][O:31][C:9]1[C:10]2[C:11](=[O:30])[N:12]([CH2:21][C:22](=[O:29])[C:23]3[CH:24]=[CH:25][CH:26]=[CH:27][CH:28]=3)[C:13]3[CH:14]=[CH:15][CH:16]=[CH:17][C:18]=3[C:19]=2[S:20][C:8]=1[C:6]([NH:5][CH2:4][CH2:3][NH:2][CH:34]([CH3:36])[CH3:33])=[O:7]. The yield is 0.450. (7) The reactants are [O:1]=[S:2]1(=[O:16])[CH2:10][CH2:9][C:8]2[C:7]([C:11]([O:13][CH2:14][CH3:15])=[O:12])=[N:6][NH:5][C:4]=2[CH2:3]1.[Br:17][C:18]1[CH:19]=[C:20](B(O)O)[CH:21]=[CH:22][CH:23]=1. No catalyst specified. The product is [Br:17][C:18]1[CH:23]=[C:22]([N:6]2[C:7]([C:11]([O:13][CH2:14][CH3:15])=[O:12])=[C:8]3[CH2:9][CH2:10][S:2](=[O:1])(=[O:16])[CH2:3][C:4]3=[N:5]2)[CH:21]=[CH:20][CH:19]=1. The yield is 0.160.